Task: Predict the product of the given reaction.. Dataset: Forward reaction prediction with 1.9M reactions from USPTO patents (1976-2016) Given the reactants [OH:1][C@H:2]([C:25]1[CH:26]=[N:27][CH:28]=[CH:29][CH:30]=1)[CH2:3][NH:4][C@H:5]([CH3:24])[CH2:6][C:7]1[C:15]2[C:10](=[C:11]([O:16][C@@H:17]([CH3:23])[C:18]([O:20]CC)=O)[CH:12]=[CH:13][CH:14]=2)[NH:9][CH:8]=1.Cl.C(=O)([O-])[O-].[K+].[K+], predict the reaction product. The product is: [OH:1][C@H:2]([C:25]1[CH:26]=[N:27][CH:28]=[CH:29][CH:30]=1)[CH2:3][NH:4][C@H:5]([CH3:24])[CH2:6][C:7]1[C:15]2[C:10]3=[C:11]([O:16][C@@H:17]([CH3:23])[C:18](=[O:20])[N:9]3[CH:8]=1)[CH:12]=[CH:13][CH:14]=2.